Dataset: Experimentally validated miRNA-target interactions with 360,000+ pairs, plus equal number of negative samples. Task: Binary Classification. Given a miRNA mature sequence and a target amino acid sequence, predict their likelihood of interaction. (1) The miRNA is hsa-miR-1180-3p with sequence UUUCCGGCUCGCGUGGGUGUGU. The protein sequence of the target gene is MAMDGYLWMVILGFIIAFILAFSVGANDVANSFGTAVGSGVVTLRQACILASIFETTGSVLLGAKVGETIRKGIIDVNLYNETVETLMAGEVSAMVGSAVWQLIASFLRLPISGTHCIVGSTIGFSLVAIGPKGVQWMELVKIVASWFISPLLSGFMSGVLFILIRMFILTKEDPVPNGLQALPLFYAATIAINVFSIMYTGAPVLGLSLPIWAIALISFGVALLFAFFVWLFVCPWMKRKIAGRLEKESALSRASDESLRKVQEAESPGFKELPGAKPSDDSAVPLTSLAGEAVGASEG.... Result: 0 (no interaction). (2) The miRNA is hsa-miR-639 with sequence AUCGCUGCGGUUGCGAGCGCUGU. The protein sequence of the target gene is MGQLSSANNLFALELFHTLNESNPTGNTIFSPVSISSALAMVYLGARGSTAAQLSKTLHFDSAEDIHSQFQSLTAEVSKRGASHTLKLANRLYGEKTYNFLPEYLASIQKTYSADLALVDFQHASEDARKEINQWVKGQTEEKIQELFAVGVVDSMTKLVLVNATYFKGMWQKKFMARDTTDAPFRLSKKVTKTVKMMYLKNNLPFGYIPDLKCKVLEMPYQGGELSMVILLPEDIEDETTGLEEIEKQLTLEKLQECENLQNIDVCVKLPKFKMEESYILNSNLGQLGVQDLFSSSKAD.... Result: 0 (no interaction). (3) The miRNA is hsa-miR-548e-3p with sequence AAAAACUGAGACUACUUUUGCA. The protein sequence of the target gene is MSFALEETLESDWVAVRPHVFDEREKHKFVFIVAWNEIEGKFAITCHNRTAQRQRSGSREQAGARGGAEAGGAASDGSRGPGSPAGRGRPEATASATLVRSPGPRRSSAWAEGGSPRSTRSLLGDPRLRSPGSKGAESRLRSPVRAKPIPGQKTSEADDAAGAAAAAARPAPREAQVSSVRIVSASGTVSEEIEVLEMVKEDEAPLALSDAEQPPPATELESPAEECSWAGLFSFQDLRAVHQQLCSVNSQLEPCLPVFPEEPSGMWTVLFGGAPEMTEQEIDTLCYQLQVYLGHGLDTC.... Result: 1 (interaction). (4) The miRNA is hsa-miR-1296-5p with sequence UUAGGGCCCUGGCUCCAUCUCC. The protein sequence of the target gene is MSPPSATAGDINHREVDPTIWRACAGASVQIPVLHSRVYYFPQGHVEHCCPLLSTLPSSTSPVPCIITSIQLLADPVTDEVFAHLILQPMTQQQFTPTNYSRFGRFDGDVDDNNKVTTFAKILTPSDANNGGGFSVPRFCADSVFPLLNFQIDPPVQKLYVTDIHGAVWDFRHIYRGTPRRHLLTTGWSKFVNSKKLIAGDSVVFMRKSADEMFIGVRRTPISSSDGGSSYYGGDEYNGYYSQSSVAKEDDGSPKKTFRRSGNGKLTAEAVTDAINRASQGLPFEVVFYPAAGWSEFVVR.... Result: 0 (no interaction).